From a dataset of Peptide-MHC class II binding affinity with 134,281 pairs from IEDB. Regression. Given a peptide amino acid sequence and an MHC pseudo amino acid sequence, predict their binding affinity value. This is MHC class II binding data. (1) The peptide sequence is GELQIVDKFDAAFKI. The MHC is DRB1_1201 with pseudo-sequence DRB1_1201. The binding affinity (normalized) is 0.513. (2) The peptide sequence is AFKVSATAANAAPAN. The MHC is DRB1_0802 with pseudo-sequence DRB1_0802. The binding affinity (normalized) is 0.677. (3) The peptide sequence is PFSRIRDGLQYGWKT. The MHC is DRB1_0301 with pseudo-sequence DRB1_0301. The binding affinity (normalized) is 0.348. (4) The peptide sequence is LENDNQLLYNYPGAL. The MHC is DRB5_0101 with pseudo-sequence DRB5_0101. The binding affinity (normalized) is 0.0228. (5) The peptide sequence is WFIISIVQMAPVSAM. The MHC is DRB1_1501 with pseudo-sequence DRB1_1501. The binding affinity (normalized) is 0.584. (6) The peptide sequence is SGARSNVTFTVNQTS. The MHC is DRB1_0701 with pseudo-sequence DRB1_0701. The binding affinity (normalized) is 0.486. (7) The peptide sequence is WQTLSAALDAQAVEL. The MHC is DRB4_0101 with pseudo-sequence DRB4_0103. The binding affinity (normalized) is 0.590. (8) The peptide sequence is NTLYLQMNSLRAEDT. The MHC is DRB1_0301 with pseudo-sequence DRB1_0301. The binding affinity (normalized) is 0.0595. (9) The peptide sequence is YVLSSLHIYWGKE. The MHC is HLA-DPA10301-DPB10402 with pseudo-sequence HLA-DPA10301-DPB10402. The binding affinity (normalized) is 0.386. (10) The peptide sequence is GELQEVDKIDAAFKI. The MHC is DRB1_0701 with pseudo-sequence DRB1_0701. The binding affinity (normalized) is 0.670.